Dataset: Reaction yield outcomes from USPTO patents with 853,638 reactions. Task: Predict the reaction yield, written as a fraction of the theoretical maximum amount of product (1.0 means a 100% yield; for example, 0.34 means a 34% yield). (1) The reactants are [Br:1][C:2]1[C:8]([F:9])=[CH:7][C:5]([NH2:6])=[C:4]([N+:10]([O-])=O)[CH:3]=1.[Cl-].[NH4+]. The catalyst is C1COCC1.CCO.O.[Fe]. The product is [Br:1][C:2]1[CH:3]=[C:4]([NH2:10])[C:5]([NH2:6])=[CH:7][C:8]=1[F:9]. The yield is 0.810. (2) The reactants are [F:1][C:2]1[CH:10]=[CH:9][C:5]([C:6](Cl)=[O:7])=[CH:4][CH:3]=1.[Br:11][C:12]1[CH:18]=[CH:17][C:15]([NH2:16])=[CH:14][CH:13]=1.S(=O)(=O)(O)O.C(O)(=O)C. The catalyst is [Cl-].[Zn+2].[Cl-].O. The product is [NH2:16][C:15]1[CH:17]=[CH:18][C:12]([Br:11])=[CH:13][C:14]=1[C:6]([C:5]1[CH:9]=[CH:10][C:2]([F:1])=[CH:3][CH:4]=1)=[O:7]. The yield is 0.460. (3) The reactants are [F:1][C:2]1[CH:3]=[C:4]2[C:8](=[CH:9][CH:10]=1)[NH:7][C:6](=[O:11])[CH2:5]2.C[Si]([N-][Si](C)(C)C)(C)C.[Li+].[Cl:22][C:23]1[N:28]=[CH:27][C:26]2[C:29](=O)[O:30][CH:31]([CH2:32][CH3:33])[C:25]=2[CH:24]=1.Cl. The catalyst is C1COCC1. The product is [Cl:22][C:23]1[N:28]=[CH:27][C:26]2[C:29](=[C:5]3[C:4]4[C:8](=[CH:9][CH:10]=[C:2]([F:1])[CH:3]=4)[NH:7][C:6]3=[O:11])[O:30][CH:31]([CH2:32][CH3:33])[C:25]=2[CH:24]=1. The yield is 0.340. (4) The reactants are [C:1]([C:3]1([NH:6][C:7]([C@@H:9]2[CH2:14][CH2:13][CH2:12][CH2:11][C@H:10]2[C:15]([N:17]2[CH2:37][CH2:36][C:20]3[NH:21][C:22]4[C:23]([O:28]CC5C=CC=CC=5)=[CH:24][CH:25]=[CH:26][C:27]=4[C:19]=3[CH2:18]2)=[O:16])=[O:8])[CH2:5][CH2:4]1)#[N:2]. The catalyst is C(OCC)(=O)C.[Pd]. The product is [C:1]([C:3]1([NH:6][C:7]([C@@H:9]2[CH2:14][CH2:13][CH2:12][CH2:11][C@H:10]2[C:15]([N:17]2[CH2:37][CH2:36][C:20]3[NH:21][C:22]4[C:23]([OH:28])=[CH:24][CH:25]=[CH:26][C:27]=4[C:19]=3[CH2:18]2)=[O:16])=[O:8])[CH2:5][CH2:4]1)#[N:2]. The yield is 0.430. (5) The reactants are [CH3:1][C:2]1[CH:6]=[CH:5][NH:4][N:3]=1.[C:7]1([S:13](Cl)(=[O:15])=[O:14])[CH:12]=[CH:11][CH:10]=[CH:9][CH:8]=1.C(N(CC)CC)C. The catalyst is C(#N)C. The product is [C:7]1([S:13]([N:4]2[CH:5]=[CH:6][C:2]([CH3:1])=[N:3]2)(=[O:15])=[O:14])[CH:12]=[CH:11][CH:10]=[CH:9][CH:8]=1. The yield is 0.580. (6) The reactants are [F:1][C:2]1[CH:7]=[CH:6][C:5]([CH2:8][C:9]([OH:11])=O)=[CH:4][CH:3]=1.C(N1C=CN=C1)(N1C=CN=C1)=O.Cl.[NH2:25][CH2:26][C:27]1[CH:36]=[CH:35][CH:34]=[C:33]2[C:28]=1[C:29](=[O:46])[N:30]([CH:38]1[CH2:43][CH2:42][C:41](=[O:44])[NH:40][C:39]1=[O:45])[C:31]([CH3:37])=[N:32]2. The catalyst is CN(C=O)C. The product is [O:45]=[C:39]1[CH:38]([N:30]2[C:29](=[O:46])[C:28]3[C:33](=[CH:34][CH:35]=[CH:36][C:27]=3[CH2:26][NH:25][C:9](=[O:11])[CH2:8][C:5]3[CH:4]=[CH:3][C:2]([F:1])=[CH:7][CH:6]=3)[N:32]=[C:31]2[CH3:37])[CH2:43][CH2:42][C:41](=[O:44])[NH:40]1. The yield is 0.760.